This data is from Full USPTO retrosynthesis dataset with 1.9M reactions from patents (1976-2016). The task is: Predict the reactants needed to synthesize the given product. (1) Given the product [Cl:24][C:19]1[CH:20]=[CH:21][CH:22]=[CH:23][C:18]=1[C:16]1[NH:15][C:7]2=[C:8]3[C:13](=[C:4]4[CH:3]=[C:2]([C:33]5[CH:32]=[N:31][N:30]([CH3:29])[CH:34]=5)[CH:26]=[CH:25][C:5]4=[C:6]2[N:17]=1)[C:12](=[O:14])[NH:11][CH:10]=[CH:9]3, predict the reactants needed to synthesize it. The reactants are: Br[C:2]1[CH:26]=[CH:25][C:5]2=[C:6]3[N:17]=[C:16]([C:18]4[CH:23]=[CH:22][CH:21]=[CH:20][C:19]=4[Cl:24])[NH:15][C:7]3=[C:8]3[C:13]([C:12](=[O:14])[NH:11][CH:10]=[CH:9]3)=[C:4]2[CH:3]=1.[Cl-].[Li+].[CH3:29][N:30]1[CH:34]=[C:33](B2OC(C)(C)C(C)(C)O2)[CH:32]=[N:31]1.CN(C=O)C. (2) Given the product [Cl:18][C:12]1[CH:13]=[C:14]([Cl:17])[CH:15]=[CH:16][C:11]=1[C:4]1[N:3]=[C:2]([NH:19][CH:20]([CH3:30])[CH2:21][NH:22][C:23](=[O:29])[O:24][C:25]([CH3:27])([CH3:26])[CH3:28])[N:7]2[CH:8]=[CH:9][N:10]=[C:6]2[CH:5]=1, predict the reactants needed to synthesize it. The reactants are: Cl[C:2]1[N:7]2[CH:8]=[CH:9][N:10]=[C:6]2[CH:5]=[C:4]([C:11]2[CH:16]=[CH:15][C:14]([Cl:17])=[CH:13][C:12]=2[Cl:18])[N:3]=1.[NH2:19][CH:20]([CH3:30])[CH2:21][NH:22][C:23](=[O:29])[O:24][C:25]([CH3:28])([CH3:27])[CH3:26].C(N(CC)C(C)C)(C)C. (3) The reactants are: Cl.[CH3:2][C:3]1[CH:8]=[CH:7][CH:6]=[C:5]([CH3:9])[C:4]=1[NH:10][NH2:11].C[O-].[Na+].C(O[CH:18]=[CH:19][C:20]#[N:21])C. Given the product [CH3:2][C:3]1[CH:8]=[CH:7][CH:6]=[C:5]([CH3:9])[C:4]=1[N:10]1[CH:18]=[CH:19][C:20]([NH2:21])=[N:11]1, predict the reactants needed to synthesize it. (4) Given the product [CH3:25][O:26][C:12]1[CH:13]=[CH:14][C:9]2[O:8][CH2:7][C:6](=[O:16])[N:5]([CH2:4][C@H:3]([CH3:17])[CH2:2][N:20]3[CH2:21][CH2:22][CH:7]([O:8][CH2:9][CH2:10][CH3:11])[CH2:24][CH2:23]3)[C:10]=2[CH:11]=1, predict the reactants needed to synthesize it. The reactants are: I[CH2:2][CH:3]([CH3:17])[CH2:4][N:5]1[C:10]2[CH:11]=[C:12](C)[CH:13]=[CH:14][C:9]=2[O:8][CH2:7][C:6]1=[O:16].CC[N:20]([CH2:23][CH3:24])[CH2:21][CH3:22].[CH3:25][OH:26]. (5) Given the product [C:30]([NH:1][C:2]1[CH:3]=[CH:4][CH:5]=[C:6]2[C:10]=1[NH:9][C:8]([C:11]([NH2:13])=[O:12])=[C:7]2[S:14]([N:17]1[CH2:18][CH2:19][O:20][CH2:21][CH2:22]1)(=[O:16])=[O:15])(=[O:32])[CH3:31], predict the reactants needed to synthesize it. The reactants are: [NH2:1][C:2]1[CH:3]=[CH:4][CH:5]=[C:6]2[C:10]=1[NH:9][C:8]([C:11]([NH2:13])=[O:12])=[C:7]2[S:14]([N:17]1[CH2:22][CH2:21][O:20][CH2:19][CH2:18]1)(=[O:16])=[O:15].C(N(CC)CC)C.[C:30](OC(=O)C)(=[O:32])[CH3:31]. (6) The reactants are: [Cl:1][C:2]1[CH:3]=[C:4]([C:21]2[CH:26]=[CH:25][CH:24]=[C:23]([C:27](O)=[O:28])[CH:22]=2)[CH:5]=[CH:6][C:7]=1[CH2:8][CH:9]1[CH2:13][CH2:12][N:11]([CH:14]2[CH2:19][CH2:18][CH2:17][CH2:16][CH2:15]2)[C:10]1=[O:20].CCN=C=NCCCN(C)C.Cl.C1C=CC2N(O)N=NC=2C=1.C(N(CC)CC)C.[CH3:59][N:60]1[CH2:65][CH2:64][NH:63][CH2:62][CH2:61]1. Given the product [ClH:1].[Cl:1][C:2]1[CH:3]=[C:4]([C:21]2[CH:26]=[CH:25][CH:24]=[C:23]([C:27]([N:63]3[CH2:64][CH2:65][N:60]([CH3:59])[CH2:61][CH2:62]3)=[O:28])[CH:22]=2)[CH:5]=[CH:6][C:7]=1[CH2:8][CH:9]1[CH2:13][CH2:12][N:11]([CH:14]2[CH2:19][CH2:18][CH2:17][CH2:16][CH2:15]2)[C:10]1=[O:20], predict the reactants needed to synthesize it.